The task is: Predict which catalyst facilitates the given reaction.. This data is from Catalyst prediction with 721,799 reactions and 888 catalyst types from USPTO. (1) Reactant: [Li+].CC([N-]C(C)C)C.[Cl:9][C:10]1[CH:11]=[C:12]([Br:16])[CH:13]=[CH:14][CH:15]=1.[CH2:17]1[O:20][CH:18]1[CH3:19]. Product: [Br:16][C:12]1[CH:13]=[CH:14][CH:15]=[C:10]([Cl:9])[C:11]=1[CH2:17][CH:18]([OH:20])[CH3:19]. The catalyst class is: 1. (2) Reactant: [CH3:1][O:2][C:3]1[C:4](=[O:29])[C:5]([C:18]2[N:22]([C:23]3[CH:28]=[CH:27][CH:26]=[CH:25][CH:24]=3)[N:21]=[CH:20][CH:19]=2)=[N:6][N:7]([C:9]2[CH2:10][CH2:11][N:12](CC=C)[CH2:13][CH:14]=2)[CH:8]=1.CN1C(=O)CC(=O)N(C)C1=O. Product: [CH3:1][O:2][C:3]1[C:4](=[O:29])[C:5]([C:18]2[N:22]([C:23]3[CH:28]=[CH:27][CH:26]=[CH:25][CH:24]=3)[N:21]=[CH:20][CH:19]=2)=[N:6][N:7]([C:9]2[CH2:10][CH2:11][NH:12][CH2:13][CH:14]=2)[CH:8]=1. The catalyst class is: 109. (3) Reactant: [Cl:1][C:2]1[CH:3]=[C:4]2[C:8](=[CH:9][CH:10]=1)[N:7]([C:11]1[N:15]([CH3:16])[N:14]=[C:13]([CH3:17])[C:12]=1[C@@H:18]1[CH2:20][C@H:19]1[C:21]([OH:23])=O)[CH:6]=[CH:5]2.[CH2:24]([S:29]([NH2:32])(=[O:31])=[O:30])[CH2:25][CH2:26][CH2:27][CH3:28].Cl.C(N=C=NCCCN(C)C)C.Cl. Product: [Cl:1][C:2]1[CH:3]=[C:4]2[C:8](=[CH:9][CH:10]=1)[N:7]([C:11]1[N:15]([CH3:16])[N:14]=[C:13]([CH3:17])[C:12]=1[C@@H:18]1[CH2:20][C@H:19]1[C:21]([NH:32][S:29]([CH2:24][CH2:25][CH2:26][CH2:27][CH3:28])(=[O:31])=[O:30])=[O:23])[CH:6]=[CH:5]2. The catalyst class is: 599. (4) Reactant: [CH2:1]([O:3][C:4](=[O:27])[NH:5][C:6]1[CH:11]=[C:10]([C:12]([F:15])([F:14])[F:13])[N:9]=[C:8]([NH:16][CH2:17][C:18]2[CH:23]=[CH:22][CH:21]=[CH:20][CH:19]=2)[C:7]=1[N+:24]([O-])=O)[CH3:2].[H][H]. Product: [CH2:1]([O:3][C:4](=[O:27])[NH:5][C:6]1[CH:11]=[C:10]([C:12]([F:15])([F:14])[F:13])[N:9]=[C:8]([NH:16][CH2:17][C:18]2[CH:23]=[CH:22][CH:21]=[CH:20][CH:19]=2)[C:7]=1[NH2:24])[CH3:2]. The catalyst class is: 171. (5) Reactant: Cl[C:2]1[CH:3]=[C:4]([NH:11][C:12]2[CH:17]=[CH:16][C:15]([N:18]3[CH2:23][CH2:22][N:21]([CH:24]4[CH2:27][O:26][CH2:25]4)[CH2:20][CH2:19]3)=[CH:14][N:13]=2)[C:5]2[N:6]([CH:8]=[CH:9][N:10]=2)[CH:7]=1.C([O:31][CH2:32][C:33]1[C:34]([N:48]2[CH2:60][CH2:59][N:51]3[C:52]4[CH2:53][CH2:54][CH2:55][CH2:56][C:57]=4[CH:58]=[C:50]3[C:49]2=[O:61])=[N:35][CH:36]=[CH:37][C:38]=1B1OC(C)(C)C(C)(C)O1)(=O)C.P(C1CCCCC1)(C1CCCCC1)C1CCCCC1.C([O-])([O-])=O.[Cs+].[Cs+]. Product: [OH:31][CH2:32][C:33]1[C:34]([N:48]2[CH2:60][CH2:59][N:51]3[C:52]4[CH2:53][CH2:54][CH2:55][CH2:56][C:57]=4[CH:58]=[C:50]3[C:49]2=[O:61])=[N:35][CH:36]=[CH:37][C:38]=1[C:2]1[CH:3]=[C:4]([NH:11][C:12]2[CH:17]=[CH:16][C:15]([N:18]3[CH2:23][CH2:22][N:21]([CH:24]4[CH2:25][O:26][CH2:27]4)[CH2:20][CH2:19]3)=[CH:14][N:13]=2)[C:5]2[N:6]([CH:8]=[CH:9][N:10]=2)[CH:7]=1. The catalyst class is: 552.